Dataset: Forward reaction prediction with 1.9M reactions from USPTO patents (1976-2016). Task: Predict the product of the given reaction. Given the reactants [BH4-].[Li+].C[Si](Cl)(C)C.[CH2:8]([NH:16][C:17](=O)[CH2:18][C:19]1[CH:24]=[CH:23][C:22]([C:25]([F:28])([F:27])[F:26])=[CH:21][CH:20]=1)[CH2:9][C:10]1[CH:15]=[CH:14][CH:13]=[CH:12][CH:11]=1.CO, predict the reaction product. The product is: [CH2:8]([NH:16][CH2:17][CH2:18][C:19]1[CH:20]=[CH:21][C:22]([C:25]([F:26])([F:27])[F:28])=[CH:23][CH:24]=1)[CH2:9][C:10]1[CH:11]=[CH:12][CH:13]=[CH:14][CH:15]=1.